This data is from Full USPTO retrosynthesis dataset with 1.9M reactions from patents (1976-2016). The task is: Predict the reactants needed to synthesize the given product. (1) Given the product [F:17][C:13]1[CH:12]=[C:11]2[C:16](=[CH:15][CH:14]=1)[NH:8][N:9]=[C:10]2[C:19]#[N:20], predict the reactants needed to synthesize it. The reactants are: C(OC([N:8]1[C:16]2[C:11](=[CH:12][C:13]([F:17])=[CH:14][CH:15]=2)[C:10](Br)=[N:9]1)=O)(C)(C)C.[C:19](C1C2C(=CN=C(C)C=2)N(CC(OC(C)(C)C)=O)N=1)#[N:20]. (2) Given the product [Cl:1][C:2]1[CH:7]=[C:6]([Cl:8])[CH:5]=[CH:4][C:3]=1[S:9](=[O:11])(=[O:10])[NH:17][CH2:16][CH2:15][O:14][CH3:13], predict the reactants needed to synthesize it. The reactants are: [Cl:1][C:2]1[CH:7]=[C:6]([Cl:8])[CH:5]=[CH:4][C:3]=1[S:9](Cl)(=[O:11])=[O:10].[CH3:13][O:14][CH2:15][CH2:16][NH2:17]. (3) Given the product [CH2:1]([N:8]1[CH2:12][CH2:11][C@H:10]([C@@H:13]([OH:18])[CH2:14][CH:15]([CH3:16])[CH3:17])[C:9]1=[O:19])[C:2]1[CH:3]=[CH:4][CH:5]=[CH:6][CH:7]=1, predict the reactants needed to synthesize it. The reactants are: [CH2:1]([N:8]1[CH2:12][CH2:11][C@@H:10]([C:13](=[O:18])[CH2:14][CH:15]([CH3:17])[CH3:16])[C:9]1=[O:19])[C:2]1[CH:7]=[CH:6][CH:5]=[CH:4][CH:3]=1.Cl.N#N. (4) Given the product [S:1]1[CH:5]=[CH:4][C:3]2[C:6]3[NH:31][N:32]=[C:11]([NH:10][C:13]4[CH:18]=[CH:17][CH:16]=[C:15]([O:19][CH3:20])[CH:14]=4)[C:7]=3[CH2:8][C:2]1=2, predict the reactants needed to synthesize it. The reactants are: [S:1]1[CH:5]=[CH:4][C:3]2[C:6](=O)[CH2:7][CH2:8][C:2]1=2.[N:10]([C:13]1[CH:18]=[CH:17][CH:16]=[C:15]([O:19][CH3:20])[CH:14]=1)=[C:11]=S.C[Si](C)(C)[Si](C)(C)C.[Li].O.[NH2:31][NH2:32]. (5) Given the product [OH:29][C:25]1[CH:24]=[C:23]([C:14]2[N:15]=[C:16]([N:17]3[CH2:18][CH2:19][O:20][CH2:21][CH2:22]3)[C:11]3[N:10]=[N:9][N:8]([CH2:7][CH2:6][CH2:5][CH:4]=[O:3])[C:12]=3[N:13]=2)[CH:28]=[CH:27][CH:26]=1, predict the reactants needed to synthesize it. The reactants are: C([O:3][CH:4](OCC)[CH2:5][CH2:6][CH2:7][N:8]1[C:12]2[N:13]=[C:14]([C:23]3[CH:24]=[C:25]([OH:29])[CH:26]=[CH:27][CH:28]=3)[N:15]=[C:16]([N:17]3[CH2:22][CH2:21][O:20][CH2:19][CH2:18]3)[C:11]=2[N:10]=[N:9]1)C.Cl. (6) Given the product [C:28]([O:27][C:24](=[O:26])[CH2:25][C:3](=[O:23])[C:4]1[CH:9]=[CH:8][CH:7]=[C:6]([C:10]2[S:11][C:12]([CH2:15][O:16][CH:17]3[CH2:22][CH2:21][CH2:20][CH2:19][O:18]3)=[N:13][N:14]=2)[CH:5]=1)([CH3:31])([CH3:30])[CH3:29], predict the reactants needed to synthesize it. The reactants are: CO[C:3](=[O:23])[C:4]1[CH:9]=[CH:8][CH:7]=[C:6]([C:10]2[S:11][C:12]([CH2:15][O:16][CH:17]3[CH2:22][CH2:21][CH2:20][CH2:19][O:18]3)=[N:13][N:14]=2)[CH:5]=1.[C:24]([O:27][C:28]([CH3:31])([CH3:30])[CH3:29])(=[O:26])[CH3:25].[Li].